This data is from Reaction yield outcomes from USPTO patents with 853,638 reactions. The task is: Predict the reaction yield, written as a fraction of the theoretical maximum amount of product (1.0 means a 100% yield; for example, 0.34 means a 34% yield). (1) The reactants are [C:1]([C:4]12[CH2:13][CH:8]3[CH2:9][CH:10]([CH2:12][CH:6]([C:7]3([OH:17])[CH:14]([CH3:16])[CH3:15])[CH2:5]1)[CH2:11]2)([OH:3])=[O:2].[OH:18][C:19](C12CC3CC(CC(C3)C1)C2)(C)[CH:20](C)[CH3:21]. No catalyst specified. The product is [C:1]([C:4]12[CH2:5][CH:6]3[CH2:12][CH:10]([CH2:9][CH:8]([C:7]3([O:17][C:19](=[O:18])[CH:20]=[CH2:21])[CH:14]([CH3:15])[CH3:16])[CH2:13]1)[CH2:11]2)([OH:3])=[O:2]. The yield is 0.810. (2) The reactants are [C:1]1([C@H:7]2[NH:12][CH2:11][C:10](=[O:13])[O:9][C@H:8]2[C:14]2[CH:19]=[CH:18][CH:17]=[CH:16][CH:15]=2)[CH:6]=[CH:5][CH:4]=[CH:3][CH:2]=1.[CH3:20][C:21]1([CH3:28])[CH2:26][CH2:25][C:24](=O)[CH2:23][CH2:22]1.[Cl:29][C:30]1[CH:38]=[C:37]2[C:33]([C:34](=[CH:40][C:41]3[CH:46]=[CH:45][CH:44]=[C:43]([Cl:47])[C:42]=3[F:48])[C:35](=[O:39])[NH:36]2)=[CH:32][CH:31]=1. The catalyst is C1(C)C=CC=CC=1. The product is [Cl:29][C:30]1[CH:38]=[C:37]2[C:33]([C@@:34]3([C:24]4([CH2:25][CH2:26][C:21]([CH3:28])([CH3:20])[CH2:22][CH2:23]4)[N:12]4[C@@H:11]([C:10](=[O:13])[O:9][C@@H:8]([C:14]5[CH:15]=[CH:16][CH:17]=[CH:18][CH:19]=5)[C@H:7]4[C:1]4[CH:6]=[CH:5][CH:4]=[CH:3][CH:2]=4)[C@@H:40]3[C:41]3[CH:46]=[CH:45][CH:44]=[C:43]([Cl:47])[C:42]=3[F:48])[C:35](=[O:39])[NH:36]2)=[CH:32][CH:31]=1. The yield is 0.140. (3) The reactants are C([NH:18][C:19]([C@@H:21]1[CH2:25][C@H:24]([F:26])[CH2:23][NH:22]1)=[O:20])(OCC1C2C(=CC=CC=2)C2C1=CC=CC=2)=O. The catalyst is C(NCC)C.ClCCl. The product is [F:26][C@@H:24]1[CH2:23][NH:22][C@H:21]([C:19]([NH2:18])=[O:20])[CH2:25]1. The yield is 0.900.